Dataset: Forward reaction prediction with 1.9M reactions from USPTO patents (1976-2016). Task: Predict the product of the given reaction. (1) Given the reactants [CH3:1][N:2]([CH3:8])[C:3]([N:5]([CH3:7])[CH3:6])=[NH:4].[IH:9], predict the reaction product. The product is: [I-:9].[CH3:1][N:2]([CH3:8])[C:3]([N:5]([CH3:7])[CH3:6])=[NH:4]. (2) Given the reactants [F:1][C:2]([F:24])([F:23])[O:3][C:4]1[CH:9]=[CH:8][C:7]([N:10]2[CH:14]=[N:13][C:12]([C:15]3[CH:22]=[CH:21][C:18]([CH:19]=O)=[CH:17][CH:16]=3)=[N:11]2)=[CH:6][CH:5]=1.[CH:25]1([C:30]2[CH:35]=[CH:34][CH:33]=[CH:32][C:31]=2[NH:36][C:37]([NH:39][NH2:40])=[S:38])[CH2:29][CH2:28][CH2:27][CH2:26]1, predict the reaction product. The product is: [CH:25]1([C:30]2[CH:35]=[CH:34][CH:33]=[CH:32][C:31]=2[NH:36][C:37]([NH:39]/[N:40]=[CH:19]/[C:18]2[CH:21]=[CH:22][C:15]([C:12]3[N:13]=[CH:14][N:10]([C:7]4[CH:8]=[CH:9][C:4]([O:3][C:2]([F:24])([F:23])[F:1])=[CH:5][CH:6]=4)[N:11]=3)=[CH:16][CH:17]=2)=[S:38])[CH2:26][CH2:27][CH2:28][CH2:29]1. (3) Given the reactants [Cl:1][C:2]1[N:10]=[CH:9][C:8]([F:11])=[CH:7][C:3]=1[C:4]([OH:6])=O.[NH:12]1[C:21]2[C:16](=[CH:17][CH:18]=[CH:19][CH:20]=2)[CH2:15][CH2:14][CH2:13]1.C(N(C(C)C)C(C)C)C.CN(C(ON1N=NC2C=CC=NC1=2)=[N+](C)C)C.F[P-](F)(F)(F)(F)F.C([O-])(O)=O.[Na+], predict the reaction product. The product is: [Cl:1][C:2]1[C:3]([C:4]([N:12]2[C:21]3[C:16](=[CH:17][CH:18]=[CH:19][CH:20]=3)[CH2:15][CH2:14][CH2:13]2)=[O:6])=[CH:7][C:8]([F:11])=[CH:9][N:10]=1. (4) Given the reactants [F:1][C:2]1[C:7]2[N:8]=[CH:9][O:10][C:6]=2[C:5]2[NH:11][C:12](=[O:22])[N:13]([C:14]3[CH:19]=[CH:18][C:17]([I:20])=[CH:16][C:15]=3[F:21])[C:4]=2[C:3]=1[F:23].[CH:24]1([S:27](Cl)(=[O:29])=[O:28])[CH2:26][CH2:25]1.C(OCC)(=O)C, predict the reaction product. The product is: [CH:24]1([S:27]([N:11]2[C:5]3[C:6]4[O:10][CH:9]=[N:8][C:7]=4[C:2]([F:1])=[C:3]([F:23])[C:4]=3[N:13]([C:14]3[CH:19]=[CH:18][C:17]([I:20])=[CH:16][C:15]=3[F:21])[C:12]2=[O:22])(=[O:29])=[O:28])[CH2:26][CH2:25]1. (5) The product is: [N:4]1[CH:9]=[CH:8][CH:7]=[CH:6][C:5]=1[CH2:10][N:11]([C:18]([C:20]1[C:29]([NH:30][C:31]([NH:33][C:34]2[C:39]([Cl:40])=[CH:38][C:37]([Cl:41])=[CH:36][C:35]=2[Cl:42])=[O:32])=[CH:28][C:27]2[C:22](=[CH:23][CH:24]=[CH:25][CH:26]=2)[CH:21]=1)=[O:19])[CH2:12][C:13]([OH:15])=[O:14]. Given the reactants O.[OH-].[Li+].[N:4]1[CH:9]=[CH:8][CH:7]=[CH:6][C:5]=1[CH2:10][N:11]([C:18]([C:20]1[C:29]([NH:30][C:31]([NH:33][C:34]2[C:39]([Cl:40])=[CH:38][C:37]([Cl:41])=[CH:36][C:35]=2[Cl:42])=[O:32])=[CH:28][C:27]2[C:22](=[CH:23][CH:24]=[CH:25][CH:26]=2)[CH:21]=1)=[O:19])[CH2:12][C:13]([O:15]CC)=[O:14].O.Cl, predict the reaction product. (6) Given the reactants Br[C:2]1[C:7]([O:8][CH2:9][C:10]2[CH:15]=[C:14]([CH3:16])[CH:13]=[CH:12][N:11]=2)=[CH:6][CH:5]=[CH:4][N:3]=1.CC1(C)C(C)(C)OB([C:25]2[CH:42]=[CH:41][C:28]3[CH2:29][CH2:30][N:31]([C:34]([O:36][C:37]([CH3:40])([CH3:39])[CH3:38])=[O:35])[CH2:32][CH2:33][C:27]=3[CH:26]=2)O1.C(=O)([O-])[O-].[Cs+].[Cs+].O, predict the reaction product. The product is: [CH3:16][C:14]1[CH:13]=[CH:12][N:11]=[C:10]([CH2:9][O:8][C:7]2[C:2]([C:25]3[CH:42]=[CH:41][C:28]4[CH2:29][CH2:30][N:31]([C:34]([O:36][C:37]([CH3:38])([CH3:39])[CH3:40])=[O:35])[CH2:32][CH2:33][C:27]=4[CH:26]=3)=[N:3][CH:4]=[CH:5][CH:6]=2)[CH:15]=1. (7) Given the reactants [NH2:1][N:2]1[C:11]2[C:6](=[CH:7][CH:8]=[CH:9][CH:10]=2)[C:5]([OH:12])=[C:4]([C:13]2[NH:18][C:17]3[CH:19]=[CH:20][C:21]([O:23][CH2:24][C:25]4[CH:30]=[CH:29][CH:28]=[CH:27][CH:26]=4)=[CH:22][C:16]=3[S:15](=[O:32])(=[O:31])[N:14]=2)[C:3]1=[O:33].[C:34]1(=O)[CH2:37][CH2:36][CH2:35]1, predict the reaction product. The product is: [CH2:24]([O:23][C:21]1[CH:20]=[CH:19][C:17]2[NH:18][C:13]([C:4]3[C:3](=[O:33])[N:2]([N:1]=[C:34]4[CH2:37][CH2:36][CH2:35]4)[C:11]4[C:6]([C:5]=3[OH:12])=[CH:7][CH:8]=[CH:9][CH:10]=4)=[N:14][S:15](=[O:32])(=[O:31])[C:16]=2[CH:22]=1)[C:25]1[CH:26]=[CH:27][CH:28]=[CH:29][CH:30]=1. (8) The product is: [F:9][CH:8]([F:10])[CH2:7][N:6]1[C:2]([N:14]2[CH2:20][CH2:19][CH2:18][CH:17]([OH:21])[CH2:16][CH2:15]2)=[C:3]([N+:11]([O-:13])=[O:12])[CH:4]=[N:5]1. Given the reactants Cl[C:2]1[N:6]([CH2:7][CH:8]([F:10])[F:9])[N:5]=[CH:4][C:3]=1[N+:11]([O-:13])=[O:12].[NH:14]1[CH2:20][CH2:19][CH2:18][CH:17]([OH:21])[CH2:16][CH2:15]1.CCN(C(C)C)C(C)C, predict the reaction product.